From a dataset of Forward reaction prediction with 1.9M reactions from USPTO patents (1976-2016). Predict the product of the given reaction. Given the reactants [O:1]1[CH2:6][CH2:5][CH:4]([O:7][C:8](=[O:19])[C:9]2[CH:14]=[CH:13][C:12]([N+:15]([O-])=O)=[CH:11][C:10]=2[OH:18])[CH2:3][CH2:2]1.[H][H], predict the reaction product. The product is: [O:1]1[CH2:6][CH2:5][CH:4]([O:7][C:8](=[O:19])[C:9]2[CH:14]=[CH:13][C:12]([NH2:15])=[CH:11][C:10]=2[OH:18])[CH2:3][CH2:2]1.